Dataset: Forward reaction prediction with 1.9M reactions from USPTO patents (1976-2016). Task: Predict the product of the given reaction. (1) Given the reactants [Cl:1][C:2]1[CH:3]=[C:4]([CH2:20][C:21]([OH:23])=[O:22])[CH:5]=[C:6]([Cl:19])[C:7]=1[S:8][C:9]1[N:10]=[N:11][C:12](Cl)=[C:13]([CH:15]([CH3:17])[CH3:16])[CH:14]=1.C([O-])(=[O:26])C.[Na+], predict the reaction product. The product is: [Cl:1][C:2]1[CH:3]=[C:4]([CH2:20][C:21]([OH:23])=[O:22])[CH:5]=[C:6]([Cl:19])[C:7]=1[S:8][C:9]1[CH:14]=[C:13]([CH:15]([CH3:17])[CH3:16])[C:12](=[O:26])[NH:11][N:10]=1. (2) Given the reactants [Cl:1][C:2]1[CH:3]=[C:4]([CH:7]=[CH:8][C:9]=1[N:10]1[C:18]2[C:13](=[CH:14][CH:15]=[CH:16][CH:17]=2)[C:12]([C:19](=[O:23])[CH:20]([CH3:22])[CH3:21])=[CH:11]1)[C:5]#[N:6].CS(C)=[O:26].[OH-].[K+].OO, predict the reaction product. The product is: [Cl:1][C:2]1[CH:3]=[C:4]([CH:7]=[CH:8][C:9]=1[N:10]1[C:18]2[C:13](=[CH:14][CH:15]=[CH:16][CH:17]=2)[C:12]([C:19](=[O:23])[CH:20]([CH3:21])[CH3:22])=[CH:11]1)[C:5]([NH2:6])=[O:26]. (3) Given the reactants [Li+].[BH4-].[CH3:3][N:4]1[C:8]([C:9](OC)=[O:10])=[CH:7][C:6]([N+:13]([O-:15])=[O:14])=[N:5]1, predict the reaction product. The product is: [CH3:3][N:4]1[C:8]([CH2:9][OH:10])=[CH:7][C:6]([N+:13]([O-:15])=[O:14])=[N:5]1.